Dataset: Catalyst prediction with 721,799 reactions and 888 catalyst types from USPTO. Task: Predict which catalyst facilitates the given reaction. Reactant: Cl.[CH2:2]([O:4][C:5](=[O:38])[CH2:6][CH2:7][C:8]([N:10]1[C:18]2[C:13](=[CH:14][C:15]([CH2:20][CH2:21][N:22]3[CH2:27][CH2:26][N:25]([C:28]4[C:32]5[CH:33]=[CH:34][CH:35]=[CH:36][C:31]=5[S:30][N:29]=4)[CH2:24][CH2:23]3)=[C:16]([Cl:19])[CH:17]=2)[CH2:12][C:11]1=[O:37])=[O:9])[CH3:3].C(=O)([O-])O.[Na+]. Product: [CH2:2]([O:4][C:5](=[O:38])[CH2:6][CH2:7][C:8]([N:10]1[C:18]2[C:13](=[CH:14][C:15]([CH2:20][CH2:21][N:22]3[CH2:23][CH2:24][N:25]([C:28]4[C:32]5[CH:33]=[CH:34][CH:35]=[CH:36][C:31]=5[S:30][N:29]=4)[CH2:26][CH2:27]3)=[C:16]([Cl:19])[CH:17]=2)[CH2:12][C:11]1=[O:37])=[O:9])[CH3:3]. The catalyst class is: 4.